Dataset: Catalyst prediction with 721,799 reactions and 888 catalyst types from USPTO. Task: Predict which catalyst facilitates the given reaction. (1) Reactant: [S:1]1[C:5]2[CH:6]=[CH:7][CH:8]=[C:9]([O:10][C:11]3[CH:16]=[CH:15][C:14]([NH:17][C:18]4[C:19]5[N:26]([CH2:27][CH2:28][OH:29])[CH:25]=[CH:24][C:20]=5[N:21]=[CH:22][N:23]=4)=[CH:13][C:12]=3[CH3:30])[C:4]=2[CH:3]=[N:2]1.[CH3:31][S:32](O)(=[O:34])=[O:33]. Product: [CH3:31][S:32]([O:29][CH2:28][CH2:27][N:26]1[C:19]2[C:18]([NH:17][C:14]3[CH:15]=[CH:16][C:11]([O:10][C:9]4[C:4]5[CH:3]=[N:2][S:1][C:5]=5[CH:6]=[CH:7][CH:8]=4)=[C:12]([CH3:30])[CH:13]=3)=[N:23][CH:22]=[N:21][C:20]=2[CH:24]=[CH:25]1)(=[O:34])=[O:33]. The catalyst class is: 336. (2) Reactant: [OH:1][C:2]1[CH:9]=[CH:8][C:5]([CH:6]=O)=[CH:4][CH:3]=1.[S:10]1[CH2:14][C:13](=[O:15])[NH:12][C:11]1=[O:16].N1CCCCC1.CC(O)=O. Product: [OH:1][C:2]1[CH:9]=[CH:8][C:5]([CH:6]=[C:14]2[S:10][C:11](=[O:16])[NH:12][C:13]2=[O:15])=[CH:4][CH:3]=1. The catalyst class is: 11. (3) Reactant: [CH3:1][C:2](=O)[CH2:3][C:4](=O)[CH3:5].Cl.[NH2:9][N:10]=[C:11]([NH2:15])[N:12](N)[NH2:13]. Product: [CH3:1][C:2]1[CH:3]=[C:4]([CH3:5])[N:10]([C:11]2[NH:12][NH:13][C:11]([N:10]3[C:4]([CH3:5])=[CH:3][C:2]([CH3:1])=[N:9]3)=[N:12][N:15]=2)[N:9]=1. The catalyst class is: 6. (4) Reactant: [NH2:1][C:2]1[S:3][C:4]([I:11])=[C:5]([C:7]([F:10])([F:9])[F:8])[N:6]=1.[S:12]1[CH:16]=[CH:15][CH:14]=[C:13]1[C:17](Cl)=[O:18].Cl. Product: [I:11][C:4]1[S:3][C:2]([NH:1][C:17]([C:13]2[S:12][CH:16]=[CH:15][CH:14]=2)=[O:18])=[N:6][C:5]=1[C:7]([F:10])([F:8])[F:9]. The catalyst class is: 17. (5) The catalyst class is: 3. Product: [Cl:24][CH2:47][C:48]1[CH:56]=[CH:55][C:51]([C:52]([NH:13][C:12]2[CH:14]=[CH:15][C:16]([CH3:17])=[C:10]([C:7]3[N:8]=[N:9][C:4]([O:3][CH2:1][CH3:2])=[C:5]([N:18]4[CH2:19][CH2:20][O:21][CH2:22][CH2:23]4)[CH:6]=3)[CH:11]=2)=[O:53])=[CH:50][C:49]=1[C:57]([F:60])([F:59])[F:58]. Reactant: [CH2:1]([O:3][C:4]1[N:9]=[N:8][C:7]([C:10]2[CH:11]=[C:12]([CH:14]=[CH:15][C:16]=2[CH3:17])[NH2:13])=[CH:6][C:5]=1[N:18]1[CH2:23][CH2:22][O:21][CH2:20][CH2:19]1)[CH3:2].[ClH:24].C(N=C=NCCCN(C)C)C.N1C2C(=NC=CC=2)N(O)N=1.Br[CH2:47][C:48]1[CH:56]=[CH:55][C:51]([C:52](O)=[O:53])=[CH:50][C:49]=1[C:57]([F:60])([F:59])[F:58]. (6) Reactant: C(Cl)(=O)C(Cl)=O.CS(C)=O.[Cl:11][CH2:12][C:13]1([CH2:26][OH:27])[CH2:18][CH2:17][N:16]([C:19]([O:21][C:22]([CH3:25])([CH3:24])[CH3:23])=[O:20])[CH2:15][CH2:14]1.C(N(CC)CC)C. Product: [Cl:11][CH2:12][C:13]1([CH:26]=[O:27])[CH2:18][CH2:17][N:16]([C:19]([O:21][C:22]([CH3:23])([CH3:25])[CH3:24])=[O:20])[CH2:15][CH2:14]1. The catalyst class is: 4. (7) Reactant: [CH2:1]([O:3][CH:4]([O:6][CH:7]1[CH2:19][CH2:18][C:17]([O:21][CH:22]([O:24][CH2:25][CH3:26])[CH3:23])([CH3:20])[CH:16]([OH:27])[CH:15]=[CH:14][CH:13]([CH3:28])[CH:12](/[C:29](/[CH3:56])=[CH:30]/[CH:31]=[CH:32]/[C:33]([O:50][CH:51]([O:53][CH2:54][CH3:55])[CH3:52])([CH3:49])[CH2:34][CH:35]2[O:48][CH:36]2[CH:37]([CH3:47])[CH:38]([O:41][CH:42]([O:44][CH2:45][CH3:46])[CH3:43])[CH2:39][CH3:40])[O:11][C:9](=[O:10])[CH2:8]1)[CH3:5])[CH3:2].[CH2:57](Cl)[C:58]1[CH:63]=[CH:62][CH:61]=[CH:60][CH:59]=1.C(OCC)(=[O:67])C. Product: [C:57]([O:27][CH:16]1[C:17]([O:21][CH:22]([O:24][CH2:25][CH3:26])[CH3:23])([CH3:20])[CH2:18][CH2:19][CH:7]([O:6][CH:4]([O:3][CH2:1][CH3:2])[CH3:5])[CH2:8][C:9]([O:11][CH:12](/[C:29](/[CH3:56])=[CH:30]/[CH:31]=[CH:32]/[C:33]([O:50][CH:51]([O:53][CH2:54][CH3:55])[CH3:52])([CH3:49])[CH2:34][CH:35]2[O:48][CH:36]2[CH:37]([CH3:47])[CH:38]([O:41][CH:42]([O:44][CH2:45][CH3:46])[CH3:43])[CH2:39][CH3:40])[CH:13]([CH3:28])[CH:14]=[CH:15]1)=[O:10])(=[O:67])[C:58]1[CH:63]=[CH:62][CH:61]=[CH:60][CH:59]=1. The catalyst class is: 17. (8) Reactant: [CH3:1][S:2][CH2:3][C:4]1([C:7]([O:9]CC)=[O:8])[CH2:6][CH2:5]1. Product: [CH3:1][S:2][CH2:3][C:4]1([C:7]([OH:9])=[O:8])[CH2:6][CH2:5]1. The catalyst class is: 494. (9) Reactant: Br.Br.[CH2:3]1[C:9]2[CH:10]=[CH:11][C:12]([NH2:14])=[CH:13][C:8]=2[CH2:7][CH2:6][NH:5][CH2:4]1.[OH-:15].[Na+].[CH3:17][O:18][C:19]1[CH:24]=[CH:23][C:22]([S:25]([N:28]=[C:29]=[O:30])(=[O:27])=[O:26])=[CH:21][CH:20]=1.[CH2:31]([O:33][CH2:34][CH3:35])C. Product: [CH3:17][O:18][C:19]1[CH:24]=[CH:23][C:22]([S:25]([NH:28][C:29]([N:5]2[CH2:4][CH2:3][C:9]3[CH:10]=[CH:11][C:12]([NH:14][C:29](=[O:30])[NH:28][S:25]([C:22]4[CH:23]=[CH:35][C:34]([O:33][CH3:31])=[CH:20][CH:21]=4)(=[O:26])=[O:15])=[CH:13][C:8]=3[CH2:7][CH2:6]2)=[O:30])(=[O:26])=[O:27])=[CH:21][CH:20]=1. The catalyst class is: 2. (10) Reactant: C[Si]([N-][Si](C)(C)C)(C)C.[Li+].[F:11][C:12]([F:28])([F:27])[C:13]1[C:14]([N:19]2[CH:23]=[C:22]([C:24](=[O:26])[CH3:25])[CH:21]=[N:20]2)=[N:15][CH:16]=[CH:17][CH:18]=1.[F:29][C:30]([F:37])([F:36])[C:31](OCC)=[O:32].Cl. Product: [F:29][C:30]([F:37])([F:36])[C:31](=[O:32])[CH2:25][C:24]([C:22]1[CH:21]=[N:20][N:19]([C:14]2[C:13]([C:12]([F:11])([F:27])[F:28])=[CH:18][CH:17]=[CH:16][N:15]=2)[CH:23]=1)=[O:26]. The catalyst class is: 1.